Dataset: NCI-60 drug combinations with 297,098 pairs across 59 cell lines. Task: Regression. Given two drug SMILES strings and cell line genomic features, predict the synergy score measuring deviation from expected non-interaction effect. (1) Drug 1: CN1CCC(CC1)COC2=C(C=C3C(=C2)N=CN=C3NC4=C(C=C(C=C4)Br)F)OC. Drug 2: CC1=C(C(=CC=C1)Cl)NC(=O)C2=CN=C(S2)NC3=CC(=NC(=N3)C)N4CCN(CC4)CCO. Cell line: NCIH23. Synergy scores: CSS=18.0, Synergy_ZIP=-6.86, Synergy_Bliss=-2.01, Synergy_Loewe=-11.4, Synergy_HSA=-0.393. (2) Drug 1: C1=CN(C=N1)CC(O)(P(=O)(O)O)P(=O)(O)O. Cell line: RXF 393. Synergy scores: CSS=11.5, Synergy_ZIP=2.82, Synergy_Bliss=-2.43, Synergy_Loewe=-19.9, Synergy_HSA=-1.12. Drug 2: CCC1(C2=C(COC1=O)C(=O)N3CC4=CC5=C(C=CC(=C5CN(C)C)O)N=C4C3=C2)O.Cl. (3) Drug 1: C1C(C(OC1N2C=C(C(=O)NC2=O)F)CO)O. Drug 2: C1=NC2=C(N=C(N=C2N1C3C(C(C(O3)CO)O)F)Cl)N. Cell line: LOX IMVI. Synergy scores: CSS=18.6, Synergy_ZIP=-1.31, Synergy_Bliss=5.69, Synergy_Loewe=-6.45, Synergy_HSA=3.32. (4) Drug 1: C1CCC(CC1)NC(=O)N(CCCl)N=O. Drug 2: C1=CC(=CC=C1CC(C(=O)O)N)N(CCCl)CCCl.Cl. Cell line: HCT-15. Synergy scores: CSS=52.9, Synergy_ZIP=-1.56, Synergy_Bliss=5.73, Synergy_Loewe=2.87, Synergy_HSA=4.48. (5) Drug 1: CCCS(=O)(=O)NC1=C(C(=C(C=C1)F)C(=O)C2=CNC3=C2C=C(C=N3)C4=CC=C(C=C4)Cl)F. Drug 2: CC1CCC2CC(C(=CC=CC=CC(CC(C(=O)C(C(C(=CC(C(=O)CC(OC(=O)C3CCCCN3C(=O)C(=O)C1(O2)O)C(C)CC4CCC(C(C4)OC)O)C)C)O)OC)C)C)C)OC. Cell line: M14. Synergy scores: CSS=55.2, Synergy_ZIP=7.07, Synergy_Bliss=6.20, Synergy_Loewe=8.20, Synergy_HSA=9.47. (6) Drug 1: CC1=C(C=C(C=C1)NC2=NC=CC(=N2)N(C)C3=CC4=NN(C(=C4C=C3)C)C)S(=O)(=O)N.Cl. Drug 2: CC1=C(C(=CC=C1)Cl)NC(=O)C2=CN=C(S2)NC3=CC(=NC(=N3)C)N4CCN(CC4)CCO. Cell line: OVCAR-5. Synergy scores: CSS=10.7, Synergy_ZIP=-0.0555, Synergy_Bliss=4.27, Synergy_Loewe=-4.40, Synergy_HSA=2.32. (7) Drug 1: C1C(C(OC1N2C=NC3=C2NC=NCC3O)CO)O. Drug 2: COCCOC1=C(C=C2C(=C1)C(=NC=N2)NC3=CC=CC(=C3)C#C)OCCOC.Cl. Cell line: OVCAR-5. Synergy scores: CSS=-0.829, Synergy_ZIP=-0.469, Synergy_Bliss=-2.08, Synergy_Loewe=-4.64, Synergy_HSA=-3.04. (8) Drug 1: CC1C(C(CC(O1)OC2CC(CC3=C2C(=C4C(=C3O)C(=O)C5=C(C4=O)C(=CC=C5)OC)O)(C(=O)C)O)N)O.Cl. Drug 2: CC1CCC2CC(C(=CC=CC=CC(CC(C(=O)C(C(C(=CC(C(=O)CC(OC(=O)C3CCCCN3C(=O)C(=O)C1(O2)O)C(C)CC4CCC(C(C4)OC)OCCO)C)C)O)OC)C)C)C)OC. Cell line: MOLT-4. Synergy scores: CSS=69.5, Synergy_ZIP=4.52, Synergy_Bliss=4.55, Synergy_Loewe=6.80, Synergy_HSA=9.09. (9) Cell line: HOP-62. Drug 1: CC1=C(C=C(C=C1)NC(=O)C2=CC=C(C=C2)CN3CCN(CC3)C)NC4=NC=CC(=N4)C5=CN=CC=C5. Drug 2: C1=CN(C=N1)CC(O)(P(=O)(O)O)P(=O)(O)O. Synergy scores: CSS=1.85, Synergy_ZIP=-1.13, Synergy_Bliss=-4.99, Synergy_Loewe=-5.98, Synergy_HSA=-7.46. (10) Drug 1: CCC1(C2=C(COC1=O)C(=O)N3CC4=CC5=C(C=CC(=C5CN(C)C)O)N=C4C3=C2)O.Cl. Drug 2: N.N.Cl[Pt+2]Cl. Cell line: SF-268. Synergy scores: CSS=65.2, Synergy_ZIP=-4.29, Synergy_Bliss=-2.68, Synergy_Loewe=-1.31, Synergy_HSA=1.97.